From a dataset of Reaction yield outcomes from USPTO patents with 853,638 reactions. Predict the reaction yield, written as a fraction of the theoretical maximum amount of product (1.0 means a 100% yield; for example, 0.34 means a 34% yield). (1) The reactants are [CH3:1][CH:2]1[C:7](=[O:8])[CH2:6][CH2:5][CH:4]([C:9]([O:11][CH2:12][CH3:13])=[O:10])[CH2:3]1.[Li+].CC([N-]C(C)C)C.C1(N([S:29]([C:32]([F:35])([F:34])[F:33])(=[O:31])=[O:30])[S:29]([C:32]([F:35])([F:34])[F:33])(=[O:31])=[O:30])C=CC=CC=1.CC(=O)OCC. The catalyst is C1COCC1. The product is [CH3:1][CH:2]1[CH2:3][CH:4]([C:9]([O:11][CH2:12][CH3:13])=[O:10])[CH2:5][CH:6]=[C:7]1[O:8][S:29]([C:32]([F:35])([F:34])[F:33])(=[O:31])=[O:30]. The yield is 0.630. (2) The reactants are [NH2:1][C@@H:2]([CH2:33][C:34]1[CH:39]=[CH:38][CH:37]=[CH:36][CH:35]=1)[C@@H:3]([OH:32])[CH2:4][C@H:5]([NH:19][C:20]([C@@H:22]([NH:27][C:28](=[O:31])[O:29][CH3:30])[C:23]([CH3:26])([CH3:25])[CH3:24])=[O:21])[CH2:6][C:7]1[CH:12]=[CH:11][C:10]([C:13]2[CH:18]=[CH:17][CH:16]=[CH:15][N:14]=2)=[CH:9][CH:8]=1.[CH3:40][C:41]([CH3:61])([CH3:60])[C@H:42]([N:46]1[CH2:50][CH2:49][N:48]([CH2:51][C:52]2[CH:57]=[CH:56][CH:55]=[C:54]([CH3:58])[CH:53]=2)[C:47]1=[O:59])[C:43](O)=[O:44].CCOP(ON1N=NC2C=CC=CC=2C1=O)(OCC)=O.C(N(CC)C(C)C)(C)C. The catalyst is C1COCC1. The product is [CH3:40][C:41]([CH3:61])([CH3:60])[C@H:42]([N:46]1[CH2:50][CH2:49][N:48]([CH2:51][C:52]2[CH:57]=[CH:56][CH:55]=[C:54]([CH3:58])[CH:53]=2)[C:47]1=[O:59])[C:43]([NH:1][C@@H:2]([CH2:33][C:34]1[CH:35]=[CH:36][CH:37]=[CH:38][CH:39]=1)[C@@H:3]([OH:32])[CH2:4][C@H:5]([NH:19][C:20]([C@@H:22]([NH:27][C:28](=[O:31])[O:29][CH3:30])[C:23]([CH3:26])([CH3:25])[CH3:24])=[O:21])[CH2:6][C:7]1[CH:12]=[CH:11][C:10]([C:13]2[CH:18]=[CH:17][CH:16]=[CH:15][N:14]=2)=[CH:9][CH:8]=1)=[O:44]. The yield is 0.420.